This data is from Full USPTO retrosynthesis dataset with 1.9M reactions from patents (1976-2016). The task is: Predict the reactants needed to synthesize the given product. (1) Given the product [OH:34][CH2:33][C:29]1[N:28]([CH2:27][C:26]2[CH:35]=[CH:36][C:23]([C:2]3[NH:3][C:4](=[O:14])[C:5]4[CH:6]=[CH:7][CH:8]=[C:9]([C:12]#[N:13])[C:10]=4[CH:11]=3)=[CH:24][CH:25]=2)[CH:32]=[CH:31][N:30]=1, predict the reactants needed to synthesize it. The reactants are: Cl[C:2]1[NH:3][C:4](=[O:14])[C:5]2[CH:6]=[CH:7][CH:8]=[C:9]([C:12]#[N:13])[C:10]=2[CH:11]=1.CC1(C)C(C)(C)OB([C:23]2[CH:36]=[CH:35][C:26]([CH2:27][N:28]3[CH:32]=[CH:31][N:30]=[C:29]3[CH2:33][OH:34])=[CH:25][CH:24]=2)O1.C([O-])([O-])=O.[K+].[K+]. (2) Given the product [Cl:22][C:23]1[CH:28]=[C:27]([C:7]2[C:15]3[C:10](=[CH:11][C:12]([C:17]#[N:18])=[C:13]([F:16])[CH:14]=3)[N:9]([CH3:19])[N:8]=2)[CH:26]=[N:25][C:24]=1[O:38][CH2:39][CH:40]([CH3:42])[CH3:41], predict the reactants needed to synthesize it. The reactants are: FC(F)(F)S(O[C:7]1[C:15]2[C:10](=[CH:11][C:12]([C:17]#[N:18])=[C:13]([F:16])[CH:14]=2)[N:9]([CH3:19])[N:8]=1)(=O)=O.[Cl:22][C:23]1[C:24]([O:38][CH2:39][CH:40]([CH3:42])[CH3:41])=[N:25][CH:26]=[C:27](B2OC(C)(C)C(C)(C)O2)[CH:28]=1.C([O-])([O-])=O.[Cs+].[Cs+]. (3) Given the product [CH2:2]([N:9]([CH2:10][CH:11]1[CH2:20][CH2:19][C:18]2[C:13](=[CH:14][CH:15]=[C:16]([O:21][CH3:22])[CH:17]=2)[CH2:12]1)[CH2:31][CH2:30][CH:29]([C:23]1[CH:28]=[CH:27][CH:26]=[CH:25][CH:24]=1)[C:33]1[CH:38]=[CH:37][CH:36]=[CH:35][CH:34]=1)[C:3]1[CH:4]=[CH:5][CH:6]=[CH:7][CH:8]=1, predict the reactants needed to synthesize it. The reactants are: Cl.[CH2:2]([NH:9][CH2:10][CH:11]1[CH2:20][CH2:19][C:18]2[C:13](=[CH:14][CH:15]=[C:16]([O:21][CH3:22])[CH:17]=2)[CH2:12]1)[C:3]1[CH:8]=[CH:7][CH:6]=[CH:5][CH:4]=1.[C:23]1([CH:29]([C:33]2[CH:38]=[CH:37][CH:36]=[CH:35][CH:34]=2)[CH2:30][CH2:31]I)[CH:28]=[CH:27][CH:26]=[CH:25][CH:24]=1.C(=O)([O-])[O-].[K+].[K+].CN(C=O)C. (4) Given the product [CH3:1][N:2]([C:3]1[CH:8]=[CH:7][N:6]=[C:5]([NH:9][C:10]2[CH:11]=[N:12][N:13]([CH3:15])[CH:14]=2)[N:4]=1)[CH:41]1[CH2:42][CH2:43][C:58]2([CH2:57][N:56]([C:25](=[O:29])[CH:26]=[CH2:27])[CH2:59][CH2:60]2)[CH2:39][CH2:40]1, predict the reactants needed to synthesize it. The reactants are: [CH3:1][N:2](C1C2(CCCC2)CNC1)[C:3]1[CH:8]=[CH:7][N:6]=[C:5]([NH:9][C:10]2[CH:11]=[N:12][N:13]([CH3:15])[CH:14]=2)[N:4]=1.[C:25]([OH:29])(=O)[CH:26]=[CH2:27].CN(C(ON1N=N[C:40]2[CH:41]=[CH:42][CH:43]=N[C:39]1=2)=[N+](C)C)C.F[P-](F)(F)(F)(F)F.CC[N:56]([CH2:59][CH3:60])[CH2:57][CH3:58]. (5) Given the product [CH:5]1[C:49]([CH2:50][CH2:51][CH2:53][OH:54])=[CH:48][C:47]([OH:52])=[C:2]([OH:1])[CH:3]=1, predict the reactants needed to synthesize it. The reactants are: [O:1]=[CH:2][C@@H:3]([C@H:5]([C@@H]([C@@H](CO)O)O)O)O.[O-]S([O-])(=O)=O.[Mg+2].CC1(C)S[C@@H]2[C@H](NC([C@H](N)C3C=CC=CC=3)=O)C(=O)N2[C@H]1C(O)=O.CC(S[C@@H:47]1[O:52][C@H:51]([CH2:53][OH:54])[C@H:50](O)[C@H:49](O)[C@H:48]1O)C.N[C@H](C(O)=O)CC1C=CC(O)=CC=1. (6) Given the product [C:1]([O:7][CH2:8][C@@H:9]([O:10][C:11]([CH3:14])([CH3:13])[CH3:12])[C:15]1[C:16]([C:37]2[C:36]3[C:41]4=[C:32]([CH2:31][CH2:30][O:29][C:40]4=[CH:39][CH:38]=2)[CH:33]=[CH:34][N:35]=3)=[C:17]2[C:22](=[CH:23][C:24]=1[CH3:25])[N:21]=[C:20]([CH3:26])[CH:19]=[CH:18]2)(=[O:6])[C:2]([CH3:5])([CH3:4])[CH3:3], predict the reactants needed to synthesize it. The reactants are: [C:1]([O:7][CH2:8][C@H:9]([C:15]1[C:16](Br)=[C:17]2[C:22](=[CH:23][C:24]=1[CH3:25])[N:21]=[C:20]([CH3:26])[CH:19]=[CH:18]2)[O:10][C:11]([CH3:14])([CH3:13])[CH3:12])(=[O:6])[C:2]([CH3:5])([CH3:4])[CH3:3].Cl.[O:29]1[C:40]2[C:41]3[C:36]([C:37](B(O)O)=[CH:38][CH:39]=2)=[N:35][CH:34]=[CH:33][C:32]=3[CH2:31][CH2:30]1.C([O-])([O-])=O.[K+].[K+]. (7) Given the product [CH3:14][O:15][C:16](=[O:27])[CH:17]([NH:18][C:19]([O:21][C:22]([CH3:25])([CH3:24])[CH3:23])=[O:20])[CH2:26][N:10]1[C:11]2[C:6](=[CH:5][CH:4]=[C:3]([O:2][CH3:1])[CH:12]=2)[N:7]=[CH:8][C:9]1=[O:13], predict the reactants needed to synthesize it. The reactants are: [CH3:1][O:2][C:3]1[CH:12]=[C:11]2[C:6]([N:7]=[CH:8][C:9](=[O:13])[NH:10]2)=[CH:5][CH:4]=1.[CH3:14][O:15][C:16](=[O:27])[C:17](=[CH2:26])[NH:18][C:19]([O:21][C:22]([CH3:25])([CH3:24])[CH3:23])=[O:20]. (8) Given the product [OH:33][C:30]1[N:31]=[CH:32][C:27]([C:2]#[C:1][C:3]2[N:7]3[N:8]=[C:9]([C:12]4[CH:13]=[CH:14][C:15]([C:18]([N:20]5[CH2:21][CH2:22][O:23][CH2:24][CH2:25]5)=[O:19])=[CH:16][CH:17]=4)[CH:10]=[CH:11][C:6]3=[N:5][CH:4]=2)=[CH:28][CH:29]=1, predict the reactants needed to synthesize it. The reactants are: [C:1]([C:3]1[N:7]2[N:8]=[C:9]([C:12]3[CH:17]=[CH:16][C:15]([C:18]([N:20]4[CH2:25][CH2:24][O:23][CH2:22][CH2:21]4)=[O:19])=[CH:14][CH:13]=3)[CH:10]=[CH:11][C:6]2=[N:5][CH:4]=1)#[CH:2].Br[C:27]1[CH:28]=[CH:29][C:30]([OH:33])=[N:31][CH:32]=1.